From a dataset of Full USPTO retrosynthesis dataset with 1.9M reactions from patents (1976-2016). Predict the reactants needed to synthesize the given product. Given the product [CH3:1][O:2][C:3]1[CH:4]=[C:5]([CH:34]=[CH:35][C:36]=1[O:37][CH3:38])[O:6][C@@H:7]([C:28]1[CH:29]=[CH:30][CH:31]=[CH:32][CH:33]=1)[CH2:8][CH2:9][N:10]1[CH2:15][CH2:14][CH:13]([C:16]2[CH:17]=[C:18]([N:22]([CH3:39])[C:23](=[O:27])[CH:24]([CH3:26])[CH3:25])[CH:19]=[CH:20][CH:21]=2)[CH2:12][CH2:11]1, predict the reactants needed to synthesize it. The reactants are: [CH3:1][O:2][C:3]1[CH:4]=[C:5]([CH:34]=[CH:35][C:36]=1[O:37][CH3:38])[O:6][C@@H:7]([C:28]1[CH:33]=[CH:32][CH:31]=[CH:30][CH:29]=1)[CH2:8][CH2:9][N:10]1[CH2:15][CH2:14][CH:13]([C:16]2[CH:17]=[C:18]([NH:22][C:23](=[O:27])[CH:24]([CH3:26])[CH3:25])[CH:19]=[CH:20][CH:21]=2)[CH2:12][CH2:11]1.[CH3:39]I.